Predict the reaction yield, written as a fraction of the theoretical maximum amount of product (1.0 means a 100% yield; for example, 0.34 means a 34% yield). From a dataset of Reaction yield outcomes from USPTO patents with 853,638 reactions. (1) The reactants are [OH:1][CH2:2][CH2:3][C@H:4]1[CH2:9][CH2:8][C@H:7]([CH:10]([NH:14][C:15](=[O:21])[O:16][C:17]([CH3:20])([CH3:19])[CH3:18])[CH2:11][CH:12]=[O:13])[CH2:6][CH2:5]1.[C:22](OC(=O)C)(=[O:24])[CH3:23]. The catalyst is C(Cl)Cl.CN(C1C=CN=CC=1)C. The product is [C:22]([O:1][CH2:2][CH2:3][C@H:4]1[CH2:5][CH2:6][C@H:7]([CH:10]([NH:14][C:15]([O:16][C:17]([CH3:18])([CH3:20])[CH3:19])=[O:21])[CH2:11][CH:12]=[O:13])[CH2:8][CH2:9]1)(=[O:24])[CH3:23]. The yield is 0.886. (2) The reactants are [N:1]1[C:8]([Cl:9])=[N:7][C:5]([Cl:6])=[N:4][C:2]=1Cl.Cl[C:11]1[CH:12]=[C:13]([CH:16]=[CH:17][C:18]=1[NH2:19])[O:14][CH3:15].[OH-].[Na+].[ClH:22]. The catalyst is CC(C)=O. The product is [Cl:22][C:12]1[CH:11]=[C:18]([NH:19][C:2]2[N:1]=[C:8]([Cl:9])[N:7]=[C:5]([Cl:6])[N:4]=2)[CH:17]=[CH:16][C:13]=1[O:14][CH3:15]. The yield is 0.960.